Dataset: Reaction yield outcomes from USPTO patents with 853,638 reactions. Task: Predict the reaction yield, written as a fraction of the theoretical maximum amount of product (1.0 means a 100% yield; for example, 0.34 means a 34% yield). (1) The reactants are [Br:1][C:2]1[N:7]=[C:6]([CH2:8][OH:9])[CH:5]=[CH:4][CH:3]=1.[H-].[Na+].[CH3:12]I.O. The catalyst is O1CCCC1.[Cl-].[Na+].O.C(OCC)(=O)C. The product is [Br:1][C:2]1[CH:3]=[CH:4][CH:5]=[C:6]([CH2:8][O:9][CH3:12])[N:7]=1. The yield is 0.930. (2) The reactants are [C:1]([O:4][CH2:5][C:6]1[O:10][N:9]=[C:8]([CH3:11])[CH:7]=1)(=[O:3])[CH3:2].CC(O)=O.[Br:16]N1C(=O)CCC1=O.OS(O)(=O)=O.C([O-])(O)=O.[Na+]. No catalyst specified. The product is [C:1]([O:4][CH2:5][C:6]1[O:10][N:9]=[C:8]([CH3:11])[C:7]=1[Br:16])(=[O:3])[CH3:2]. The yield is 0.880.